This data is from NCI-60 drug combinations with 297,098 pairs across 59 cell lines. The task is: Regression. Given two drug SMILES strings and cell line genomic features, predict the synergy score measuring deviation from expected non-interaction effect. (1) Drug 1: C1CN(CCN1C(=O)CCBr)C(=O)CCBr. Drug 2: C1CC(=O)NC(=O)C1N2C(=O)C3=CC=CC=C3C2=O. Cell line: EKVX. Synergy scores: CSS=15.8, Synergy_ZIP=-5.70, Synergy_Bliss=-2.11, Synergy_Loewe=-4.95, Synergy_HSA=-3.16. (2) Drug 1: C1CCC(C1)C(CC#N)N2C=C(C=N2)C3=C4C=CNC4=NC=N3. Drug 2: CCN(CC)CCNC(=O)C1=C(NC(=C1C)C=C2C3=C(C=CC(=C3)F)NC2=O)C. Cell line: CCRF-CEM. Synergy scores: CSS=4.02, Synergy_ZIP=4.29, Synergy_Bliss=9.24, Synergy_Loewe=5.60, Synergy_HSA=5.59. (3) Drug 1: CC1=CC=C(C=C1)C2=CC(=NN2C3=CC=C(C=C3)S(=O)(=O)N)C(F)(F)F. Drug 2: C1CNP(=O)(OC1)N(CCCl)CCCl. Cell line: UO-31. Synergy scores: CSS=-4.22, Synergy_ZIP=1.96, Synergy_Bliss=0.369, Synergy_Loewe=-1.16, Synergy_HSA=-2.29.